From a dataset of Forward reaction prediction with 1.9M reactions from USPTO patents (1976-2016). Predict the product of the given reaction. (1) Given the reactants [Cl:1][C:2]1[CH:7]=[CH:6][C:5]([C:8]2([CH3:35])[CH:12]([C:13]3[CH:18]=[CH:17][C:16]([Cl:19])=[CH:15][CH:14]=3)[N:11]([C:20](Cl)=[O:21])[C:10]([C:23]3[CH:28]=[CH:27][C:26]([O:29][CH3:30])=[CH:25][C:24]=3[O:31][CH:32]([CH3:34])[CH3:33])=[N:9]2)=[CH:4][CH:3]=1.[NH:36]1[CH2:41][CH2:40][NH:39][CH2:38][C:37]1=[O:42], predict the reaction product. The product is: [Cl:1][C:2]1[CH:3]=[CH:4][C:5]([C@@:8]2([CH3:35])[C@@H:12]([C:13]3[CH:14]=[CH:15][C:16]([Cl:19])=[CH:17][CH:18]=3)[N:11]([C:20]([N:39]3[CH2:40][CH2:41][NH:36][C:37](=[O:42])[CH2:38]3)=[O:21])[C:10]([C:23]3[CH:28]=[CH:27][C:26]([O:29][CH3:30])=[CH:25][C:24]=3[O:31][CH:32]([CH3:34])[CH3:33])=[N:9]2)=[CH:6][CH:7]=1. (2) Given the reactants [Br:1][C:2]1[C:11]2[CH2:10][CH2:9][CH2:8][CH:7]([NH2:12])[C:6]=2[CH:5]=[N:4][CH:3]=1.CCN(CC)CC.[CH2:20]([S:22](Cl)(=[O:24])=[O:23])[CH3:21], predict the reaction product. The product is: [Br:1][C:2]1[C:11]2[CH2:10][CH2:9][CH2:8][CH:7]([NH:12][S:22]([CH2:20][CH3:21])(=[O:24])=[O:23])[C:6]=2[CH:5]=[N:4][CH:3]=1.